Dataset: Forward reaction prediction with 1.9M reactions from USPTO patents (1976-2016). Task: Predict the product of the given reaction. Given the reactants [C:1]([O:4][CH2:5][C:6]1[C:11]([N:12]2[CH2:24][CH2:23][N:15]3[C:16]4[CH2:17][CH2:18][CH2:19][CH2:20][C:21]=4[CH:22]=[C:14]3[C:13]2=[O:25])=[CH:10][C:9]([F:26])=[CH:8][C:7]=1N1CCN2C3CCCCC=3C=C2C1=O)(=[O:3])[CH3:2].[N:41]1([CH2:45][C:46]2[N:50]([CH3:51])[N:49]=[C:48]([NH:52][C:53]3[C:54](=[O:61])[N:55]([CH3:60])[CH:56]=[C:57](Br)[CH:58]=3)[CH:47]=2)[CH2:44][CH2:43][CH2:42]1.C(=O)([O-])[O-].[Na+].[Na+], predict the reaction product. The product is: [C:1]([O:4][CH2:5][C:6]1[C:11]([N:12]2[CH2:24][CH2:23][N:15]3[C:16]4[CH2:17][CH2:18][CH2:19][CH2:20][C:21]=4[CH:22]=[C:14]3[C:13]2=[O:25])=[CH:10][C:9]([F:26])=[CH:8][C:7]=1[C:57]1[CH:58]=[C:53]([NH:52][C:48]2[CH:47]=[C:46]([CH2:45][N:41]3[CH2:44][CH2:43][CH2:42]3)[N:50]([CH3:51])[N:49]=2)[C:54](=[O:61])[N:55]([CH3:60])[CH:56]=1)(=[O:3])[CH3:2].